Predict the reaction yield, written as a fraction of the theoretical maximum amount of product (1.0 means a 100% yield; for example, 0.34 means a 34% yield). From a dataset of Reaction yield outcomes from USPTO patents with 853,638 reactions. (1) The reactants are Cl[C:2]1[C:7]([Cl:8])=[N:6][CH:5]=[CH:4][N:3]=1.[CH3:9][CH:10]([NH2:12])[CH3:11]. The catalyst is C1COCC1. The product is [Cl:8][C:7]1[C:2]([NH:12][CH:10]([CH3:11])[CH3:9])=[N:3][CH:4]=[CH:5][N:6]=1. The yield is 0.538. (2) The reactants are [N+:1]([C:4]1[CH:10]=[C:9]([C:11]([CH3:14])([CH3:13])[CH3:12])[CH:8]=[CH:7][C:5]=1[NH2:6])([O-:3])=[O:2].CC(O)=O.[CH2:19]([CH2:23][C:24](=O)[CH3:25])[C:20]([CH3:22])=O. The catalyst is C1CCCCC1.C(Cl)Cl. The product is [C:11]([C:9]1[CH:8]=[CH:7][C:5]([N:6]2[C:24]([CH3:25])=[CH:23][CH:19]=[C:20]2[CH3:22])=[C:4]([N+:1]([O-:3])=[O:2])[CH:10]=1)([CH3:14])([CH3:13])[CH3:12]. The yield is 0.490.